Dataset: Catalyst prediction with 721,799 reactions and 888 catalyst types from USPTO. Task: Predict which catalyst facilitates the given reaction. (1) Reactant: [NH2:1][C@H:2]1[CH2:6][CH2:5][N:4]([C:7]([O:9][C:10]([CH3:13])([CH3:12])[CH3:11])=[O:8])[CH2:3]1.CN(C)C.[C:18](Cl)(=[O:27])[O:19][CH2:20][C:21]1[CH:26]=[CH:25][CH:24]=[CH:23][CH:22]=1.O. Product: [CH2:20]([O:19][C:18]([NH:1][C@H:2]1[CH2:6][CH2:5][N:4]([C:7]([O:9][C:10]([CH3:13])([CH3:12])[CH3:11])=[O:8])[CH2:3]1)=[O:27])[C:21]1[CH:26]=[CH:25][CH:24]=[CH:23][CH:22]=1. The catalyst class is: 2. (2) Reactant: [N:1]1[CH:6]=[CH:5][CH:4]=[CH:3][C:2]=1[CH2:7][O:8][C:9]1[N:14]=[C:13]2[CH2:15][CH2:16][CH2:17][C:12]2=[C:11]([C:18]2[CH:19]=[C:20]([OH:24])[CH:21]=[N:22][CH:23]=2)[CH:10]=1.CCN(CC)CC.[CH3:32][S:33](Cl)(=[O:35])=[O:34]. Product: [CH3:32][S:33]([O:24][C:20]1[CH:21]=[N:22][CH:23]=[C:18]([C:11]2[CH:10]=[C:9]([O:8][CH2:7][C:2]3[CH:3]=[CH:4][CH:5]=[CH:6][N:1]=3)[N:14]=[C:13]3[CH2:15][CH2:16][CH2:17][C:12]=23)[CH:19]=1)(=[O:35])=[O:34]. The catalyst class is: 2. (3) Reactant: [F:1][C:2]1[CH:7]=[CH:6][C:5]([CH3:8])=[CH:4][C:3]=1[NH:9][C:10]([NH:12][C:13]1[CH:31]=[CH:30][C:16]([O:17][C:18]2[CH:23]=[CH:22][N:21]=[C:20]3[CH:24]=[C:25]([C:27](O)=[O:28])[S:26][C:19]=23)=[CH:15][CH:14]=1)=[O:11].C1CN([P+](ON2N=NC3C=CC=CC2=3)(N2CCCC2)N2CCCC2)CC1.F[P-](F)(F)(F)(F)F.C(N(CC)C(C)C)(C)C.[NH2:74][CH2:75][CH2:76][CH2:77][N:78]1[CH2:83][CH2:82][CH2:81][CH2:80][CH2:79]1. Product: [F:1][C:2]1[CH:7]=[CH:6][C:5]([CH3:8])=[CH:4][C:3]=1[NH:9][C:10]([NH:12][C:13]1[CH:14]=[CH:15][C:16]([O:17][C:18]2[CH:23]=[CH:22][N:21]=[C:20]3[CH:24]=[C:25]([C:27]([NH:74][CH2:75][CH2:76][CH2:77][N:78]4[CH2:83][CH2:82][CH2:81][CH2:80][CH2:79]4)=[O:28])[S:26][C:19]=23)=[CH:30][CH:31]=1)=[O:11]. The catalyst class is: 18.